This data is from Retrosynthesis with 50K atom-mapped reactions and 10 reaction types from USPTO. The task is: Predict the reactants needed to synthesize the given product. (1) The reactants are: C#CCC(NC(=O)OC(C)(C)C)c1cccc(C)c1C.Cc1cccc(I)c1. Given the product Cc1cccc(C#CCC(NC(=O)OC(C)(C)C)c2cccc(C)c2C)c1, predict the reactants needed to synthesize it. (2) Given the product COC(=O)C(C)(C)c1ccc(C(=O)Nc2ccc(Cl)cc2C(=O)Nc2ccc(Cl)cn2)cc1, predict the reactants needed to synthesize it. The reactants are: COC(=O)C(C)(C)c1ccc(C(=O)Cl)cc1.Nc1ccc(Cl)cc1C(=O)Nc1ccc(Cl)cn1. (3) Given the product O=C1c2ccccc2C(=O)N1CCn1nc(O)c2[nH]c3cc(Cl)ccc3c(=O)c2c1=O, predict the reactants needed to synthesize it. The reactants are: O=C1NC(=O)c2ccccc21.O=c1c2ccc(Cl)cc2[nH]c2c(O)nn(CCBr)c(=O)c12. (4) The reactants are: CCCC(=NOCC=CCl)[C@H]1C(=O)C[C@H](CC(C)SCC)CC1=O.OO. Given the product CCCC(=NOCC=CCl)[C@H]1C(=O)C[C@H](CC(C)S(=O)CC)CC1=O, predict the reactants needed to synthesize it. (5) Given the product O=C1NCCCN1c1ccc(Oc2ccc(Cl)cc2)cc1, predict the reactants needed to synthesize it. The reactants are: O=C(NCCCCl)Nc1ccc(Oc2ccc(Cl)cc2)cc1.